Task: Predict the reaction yield, written as a fraction of the theoretical maximum amount of product (1.0 means a 100% yield; for example, 0.34 means a 34% yield).. Dataset: Reaction yield outcomes from USPTO patents with 853,638 reactions (1) The reactants are [CH3:1][C:2]1[C:3]([C:7](=[N:14][O:15][CH2:16][C:17]2[N:22]=[C:21]([NH:23][C:24](=O)OC(C)(C)C)[CH:20]=[CH:19][CH:18]=2)[C:8]2[CH:13]=[CH:12][CH:11]=[CH:10][CH:9]=2)=[N:4][S:5][N:6]=1.[H-].[Na+].I[CH2:34][CH2:35][CH2:36][CH2:37][CH2:38]C.FC(F)(F)C(OC(=O)C(F)(F)F)=O.C([O-])(O)=O.[Na+]. The catalyst is CN(C=O)C. The product is [CH2:24]([NH:23][C:21]1[CH:20]=[CH:19][CH:18]=[C:17]([CH2:16][O:15][N:14]=[C:7]([C:3]2[C:2]([CH3:1])=[N:6][S:5][N:4]=2)[C:8]2[CH:9]=[CH:10][CH:11]=[CH:12][CH:13]=2)[N:22]=1)[CH2:34][CH2:35][CH2:36][CH2:37][CH3:38]. The yield is 0.750. (2) The reactants are [C:1]([CH:5]=P(C1C=CC=CC=1)(C1C=CC=CC=1)C1C=CC=CC=1)([O:3][CH3:4])=[O:2].O=[C:26]([CH2:32][C:33]([O:35][CH3:36])=[O:34])[CH2:27][C:28]([O:30][CH3:31])=[O:29]. The catalyst is C1(C)C=CC=CC=1. The product is [CH3:31][O:30][C:28](=[O:29])[CH2:27][C:26](=[CH:5][C:1]([O:3][CH3:4])=[O:2])[CH2:32][C:33]([O:35][CH3:36])=[O:34]. The yield is 0.530. (3) The reactants are Cl[C:2]1[N:7]2[N:8]=[C:9]([CH3:11])[CH:10]=[C:6]2[N:5]=[C:4]([NH:12][C:13](=[O:24])[C:14]2[CH:19]=[CH:18][C:17]([C:20]([OH:23])([CH3:22])[CH3:21])=[CH:16][CH:15]=2)[CH:3]=1.Cl.[N:26]1[N:27]=[CH:28][N:29]2[CH2:34][CH2:33][NH:32][CH2:31][C:30]=12.C(N(CC)C(C)C)(C)C. The catalyst is CN(C=O)C.CS(C)=O.CO. The product is [N:26]1[N:27]=[CH:28][N:29]2[CH2:34][CH2:33][N:32]([C:2]3[N:7]4[N:8]=[C:9]([CH3:11])[CH:10]=[C:6]4[N:5]=[C:4]([NH:12][C:13](=[O:24])[C:14]4[CH:19]=[CH:18][C:17]([C:20]([OH:23])([CH3:22])[CH3:21])=[CH:16][CH:15]=4)[CH:3]=3)[CH2:31][C:30]=12. The yield is 0.660. (4) The reactants are [Cl:1][C:2]1[CH:3]=[C:4]([C:14]2[CH:19]=[CH:18][C:17]([C:20]([N:22]3[CH2:27][CH2:26][CH:25]([C:28]([F:31])([F:30])[F:29])[CH2:24][CH2:23]3)=[O:21])=[CH:16][CH:15]=2)[CH:5]=[C:6]([Cl:13])[C:7]=1[CH2:8][O:9]C(=O)C.C(=O)([O-])[O-].[K+].[K+]. The catalyst is CO. The product is [Cl:13][C:6]1[CH:5]=[C:4]([C:14]2[CH:15]=[CH:16][C:17]([C:20]([N:22]3[CH2:27][CH2:26][CH:25]([C:28]([F:31])([F:30])[F:29])[CH2:24][CH2:23]3)=[O:21])=[CH:18][CH:19]=2)[CH:3]=[C:2]([Cl:1])[C:7]=1[CH2:8][OH:9]. The yield is 0.760. (5) The reactants are [CH3:1][O:2][C:3](=[O:25])[C:4]1[CH:9]=[C:8]([C:10]2[N:11]=[N:12][N:13]([CH2:15][Si](C)(C)C)[CH:14]=2)[C:7]([C:20]([F:23])([F:22])[F:21])=[CH:6][C:5]=1[NH2:24].CCCC[N+](CCCC)(CCCC)CCCC.[F-]. The catalyst is C1COCC1. The product is [CH3:1][O:2][C:3](=[O:25])[C:4]1[CH:9]=[C:8]([C:10]2[N:11]=[N:12][N:13]([CH3:15])[CH:14]=2)[C:7]([C:20]([F:23])([F:21])[F:22])=[CH:6][C:5]=1[NH2:24]. The yield is 0.710. (6) The reactants are C1(C)C=CC=CC=1.[CH3:8][C:9]1[C:10]([CH2:28][S:29][C:30]2[NH:34][C:33]3[CH:35]=[CH:36][CH:37]=[CH:38][C:32]=3[N:31]=2)=[N:11][CH:12]=[CH:13][C:14]=1[O:15][CH2:16][C:17]1([CH3:27])[O:26][CH2:25][C:20]2([O:24][CH2:23][CH2:22][O:21]2)[CH2:19][O:18]1.ClC1C=CC=C(C(OO)=[O:47])C=1. The catalyst is CO. The product is [CH3:8][C:9]1[C:10]([CH2:28][S:29]([C:30]2[NH:31][C:32]3[CH:38]=[CH:37][CH:36]=[CH:35][C:33]=3[N:34]=2)=[O:47])=[N:11][CH:12]=[CH:13][C:14]=1[O:15][CH2:16][C:17]1([CH3:27])[O:18][CH2:19][C:20]2([O:21][CH2:22][CH2:23][O:24]2)[CH2:25][O:26]1. The yield is 0.384. (7) The reactants are [Br:1][C:2]1[C:11]2[C:6](=[CH:7][CH:8]=[CH:9][CH:10]=2)[C:5](=[O:12])[NH:4][N:3]=1.[H-].[Na+].[CH2:15](Br)[C:16]1[CH:21]=[CH:20][CH:19]=[CH:18][CH:17]=1. The catalyst is CN(C)C=O. The product is [CH2:15]([N:4]1[N:3]=[C:2]([Br:1])[C:11]2[C:6](=[CH:7][CH:8]=[CH:9][CH:10]=2)[C:5]1=[O:12])[C:16]1[CH:21]=[CH:20][CH:19]=[CH:18][CH:17]=1. The yield is 0.560.